Dataset: Reaction yield outcomes from USPTO patents with 853,638 reactions. Task: Predict the reaction yield, written as a fraction of the theoretical maximum amount of product (1.0 means a 100% yield; for example, 0.34 means a 34% yield). (1) The reactants are [CH3:1][S:2]([C:5]1[CH:31]=[CH:30][C:8]([O:9][C:10]2[CH:11]=[C:12]3[C:16](=[C:17]([O:19][CH2:20][CH:21]4[CH2:26][CH2:25][O:24][CH2:23][CH2:22]4)[CH:18]=2)[NH:15][C:14]([C:27]([NH2:29])=O)=[CH:13]3)=[CH:7][CH:6]=1)(=[O:4])=[O:3].N1C(Cl)=NC(Cl)=NC=1Cl.O.C(OCC)(=O)C. The catalyst is CN(C)C=O.CCCCCC. The product is [CH3:1][S:2]([C:5]1[CH:6]=[CH:7][C:8]([O:9][C:10]2[CH:11]=[C:12]3[C:16](=[C:17]([O:19][CH2:20][CH:21]4[CH2:22][CH2:23][O:24][CH2:25][CH2:26]4)[CH:18]=2)[NH:15][C:14]([C:27]#[N:29])=[CH:13]3)=[CH:30][CH:31]=1)(=[O:3])=[O:4]. The yield is 1.00. (2) The reactants are C([CH:8]1[O:16][C:15]2[C:10](=[C:11]([S:17]([NH2:20])(=[O:19])=[O:18])[CH:12]=[CH:13][CH:14]=2)[O:9]1)(OC(C)(C)C)=O.[C:21](=[O:24])([O-])[O-:22].[Cs+].[Cs+].Cl[CH2:28][C:29]1[CH:33]=[C:32]([CH3:34])[O:31][N:30]=1.[I-].[K+].O1CCOC[CH2:38]1. The catalyst is C(OCC)(=O)C.CCCCCC. The product is [CH3:28][C:29]1[CH:33]=[C:32]([CH3:34])[O:31][N:30]=1.[CH2:8]1[O:16][C:15]2[C:10](=[C:11]([S:17]([NH:20][C:21]([O:22][C:32]([CH3:33])([CH3:34])[CH3:38])=[O:24])(=[O:18])=[O:19])[CH:12]=[CH:13][CH:14]=2)[O:9]1. The yield is 0.420. (3) The catalyst is CO. The reactants are C([O:4][C:5]1[CH:10]=[CH:9][C:8]([C:11]2[N:12]=[C:13]([CH2:26][C:27]3[CH:32]=[CH:31][CH:30]=[CH:29][CH:28]=3)[C:14]([N:17](S(C)(=O)=O)[S:18]([CH3:21])(=[O:20])=[O:19])=[N:15][CH:16]=2)=[CH:7][CH:6]=1)(=O)C.[OH-].[Na+].Cl. The product is [CH2:26]([C:13]1[C:14]([NH:17][S:18]([CH3:21])(=[O:20])=[O:19])=[N:15][CH:16]=[C:11]([C:8]2[CH:9]=[CH:10][C:5]([OH:4])=[CH:6][CH:7]=2)[N:12]=1)[C:27]1[CH:32]=[CH:31][CH:30]=[CH:29][CH:28]=1. The yield is 0.926. (4) The reactants are N1CCC1.[Cl-].[CH2:6]([O:13][C:14]([NH:16][S:17]([N:20]1[CH:25]=[CH:24][C:23](=[N+](C)C)C=C1)(=[O:19])=[O:18])=[O:15])[C:7]1[CH:12]=[CH:11][CH:10]=[CH:9][CH:8]=1. The catalyst is C(Cl)Cl. The product is [N:20]1([S:17]([NH:16][C:14](=[O:15])[O:13][CH2:6][C:7]2[CH:8]=[CH:9][CH:10]=[CH:11][CH:12]=2)(=[O:18])=[O:19])[CH2:25][CH2:24][CH2:23]1. The yield is 1.00. (5) The reactants are [CH3:1][O:2][C:3](=[O:13])[CH2:4][C:5]1[CH:10]=[CH:9][C:8]([S:11][CH3:12])=[CH:7][CH:6]=1.[Br:14]Br. The catalyst is C(Cl)(Cl)(Cl)Cl. The product is [CH3:1][O:2][C:3](=[O:13])[CH2:4][C:5]1[CH:10]=[CH:9][C:8]([S:11][CH3:12])=[C:7]([Br:14])[CH:6]=1. The yield is 0.850.